From a dataset of Reaction yield outcomes from USPTO patents with 853,638 reactions. Predict the reaction yield, written as a fraction of the theoretical maximum amount of product (1.0 means a 100% yield; for example, 0.34 means a 34% yield). (1) The reactants are CCN(C(C)C)C(C)C.FC(F)(F)C(O)=O.[CH:17]1([NH:20][C:21](=[O:31])[C:22]2[CH:27]=[CH:26][C:25]([CH3:28])=[C:24]([NH:29][NH2:30])[CH:23]=2)[CH2:19][CH2:18]1.C(O[CH:35]=[C:36]([C:39]#[N:40])[C:37]#[N:38])C. The catalyst is CCO. The product is [NH2:40][C:39]1[N:29]([C:24]2[CH:23]=[C:22]([CH:27]=[CH:26][C:25]=2[CH3:28])[C:21]([NH:20][CH:17]2[CH2:19][CH2:18]2)=[O:31])[N:30]=[CH:35][C:36]=1[C:37]#[N:38]. The yield is 0.960. (2) The reactants are [CH2:1]([O:3][C:4](=[O:16])[C:5]([C:7]1[C:15]2[C:10](=[CH:11][CH:12]=[CH:13][CH:14]=2)[NH:9][CH:8]=1)=[O:6])[CH3:2].[C:17]([O-:20])([O-])=[O:18].[Cs+].[Cs+]. No catalyst specified. The product is [CH2:1]([O:3][C:4](=[O:16])[C:5]([C:7]1[C:15]2[C:10](=[CH:11][CH:12]=[CH:13][CH:14]=2)[N:9]([CH2:12][CH2:11][CH2:10][NH:9][C:17]([O:20][C:7]([CH3:15])([CH3:8])[CH3:5])=[O:18])[CH:8]=1)=[O:6])[CH3:2]. The yield is 0.740. (3) The reactants are [CH3:1][C:2]1[O:6][C:5]([CH:7]([NH2:13])[C:8]2([CH3:12])[CH2:11][O:10][CH2:9]2)=[CH:4][CH:3]=1.C([O:16][C:17]1[C:20](=[O:21])[C:19](=O)[C:18]=1[NH:23][C:24]1[C:25]([OH:35])=[C:26]([CH:32]=[CH:33][CH:34]=1)[C:27]([N:29]([CH3:31])[CH3:30])=[O:28])C. The catalyst is CO. The product is [OH:35][C:25]1[C:24]([NH:23][C:18]2[C:17](=[O:16])[C:20](=[O:21])[C:19]=2[NH:13][CH:7]([C:5]2[O:6][C:2]([CH3:1])=[CH:3][CH:4]=2)[C:8]2([CH3:12])[CH2:9][O:10][CH2:11]2)=[CH:34][CH:33]=[C:32]2[C:26]=1[C:27](=[O:28])[N:29]([CH3:31])[CH2:30]2. The yield is 0.0400. (4) The reactants are C[O:2][C:3]([C:5]1[S:6][CH:7]=[CH:8][C:9]=1[NH2:10])=O.[CH:11]([NH2:13])=O. No catalyst specified. The product is [N:10]1[C:9]2[CH:8]=[CH:7][S:6][C:5]=2[C:3](=[O:2])[NH:13][CH:11]=1. The yield is 0.320.